From a dataset of Peptide-MHC class II binding affinity with 134,281 pairs from IEDB. Regression. Given a peptide amino acid sequence and an MHC pseudo amino acid sequence, predict their binding affinity value. This is MHC class II binding data. (1) The peptide sequence is LDGNLLSSNDLAKYK. The MHC is DRB1_1101 with pseudo-sequence DRB1_1101. The binding affinity (normalized) is 0.267. (2) The MHC is DRB5_0101 with pseudo-sequence DRB5_0101. The binding affinity (normalized) is 0.209. The peptide sequence is LLVKYAAGDGNIVAV. (3) The peptide sequence is SGTNNKTMAVCTNAK. The MHC is DRB1_0901 with pseudo-sequence DRB1_0901. The binding affinity (normalized) is 0.165. (4) The peptide sequence is SVQVRGELAAEEVEV. The MHC is DRB3_0101 with pseudo-sequence DRB3_0101. The binding affinity (normalized) is 0.187. (5) The peptide sequence is FAVATITHAAELQRV. The MHC is HLA-DQA10101-DQB10501 with pseudo-sequence HLA-DQA10101-DQB10501. The binding affinity (normalized) is 0.409.